Dataset: Forward reaction prediction with 1.9M reactions from USPTO patents (1976-2016). Task: Predict the product of the given reaction. (1) Given the reactants [C:1]([NH2:4])(=[S:3])[CH3:2].Br[CH2:6][C:7]([N:9]1[CH2:14][CH2:13][N:12]([C:15]([O:17][C:18]([CH3:21])([CH3:20])[CH3:19])=[O:16])[CH2:11][CH2:10]1)=O, predict the reaction product. The product is: [CH3:2][C:1]1[S:3][CH:6]=[C:7]([N:9]2[CH2:14][CH2:13][N:12]([C:15]([O:17][C:18]([CH3:21])([CH3:20])[CH3:19])=[O:16])[CH2:11][CH2:10]2)[N:4]=1. (2) Given the reactants Br[C:2]1[CH:20]=[N:19][C:5]2[NH:6][CH2:7][CH2:8][CH2:9][N:10]([C:12]([O:14][C:15]([CH3:18])([CH3:17])[CH3:16])=[O:13])[CH2:11][C:4]=2[CH:3]=1.[CH3:21][N:22]([CH2:27][C:28]1[O:29][C:30]2[CH:37]=[CH:36][CH:35]=[CH:34][C:31]=2[C:32]=1[CH3:33])[C:23](=[O:26])[CH:24]=[CH2:25].C(N(C(C)C)C(C)C)C.CC1C=CC=CC=1P(C1C=CC=CC=1C)C1C=CC=CC=1C, predict the reaction product. The product is: [CH3:21][N:22]([CH2:27][C:28]1[O:29][C:30]2[CH:37]=[CH:36][CH:35]=[CH:34][C:31]=2[C:32]=1[CH3:33])[C:23](=[O:26])/[CH:24]=[CH:25]/[C:2]1[CH:20]=[N:19][C:5]2[NH:6][CH2:7][CH2:8][CH2:9][N:10]([C:12]([O:14][C:15]([CH3:18])([CH3:17])[CH3:16])=[O:13])[CH2:11][C:4]=2[CH:3]=1. (3) Given the reactants [CH2:1]([NH:8][C:9]1[CH:10]=[C:11]([CH:15]=[C:16]([C:18]2[CH:23]=[CH:22][C:21]([CH3:24])=[CH:20][CH:19]=2)[N:17]=1)[C:12]([OH:14])=[O:13])[C:2]1[CH:7]=[CH:6][CH:5]=[CH:4][CH:3]=1.CN(C1C=CC=CN=1)C.C(OC(O[C:37]([CH3:40])([CH3:39])[CH3:38])=O)(O[C:37]([CH3:40])([CH3:39])[CH3:38])=O, predict the reaction product. The product is: [CH2:1]([NH:8][C:9]1[CH:10]=[C:11]([CH:15]=[C:16]([C:18]2[CH:19]=[CH:20][C:21]([CH3:24])=[CH:22][CH:23]=2)[N:17]=1)[C:12]([O:14][C:37]([CH3:40])([CH3:39])[CH3:38])=[O:13])[C:2]1[CH:3]=[CH:4][CH:5]=[CH:6][CH:7]=1. (4) Given the reactants [CH2:1]([O:3][C:4](=[O:15])[C:5]([CH:7](O)[C:8]1[CH:9]=[N:10][CH:11]=[CH:12][CH:13]=1)=[CH2:6])[CH3:2].[Cl:16][C:17]1[C:22]([NH2:23])=[C:21](I)[CH:20]=[CH:19][CH:18]=1.C(N(CC)CC)C, predict the reaction product. The product is: [CH2:1]([O:3][C:4]([C:5]1[CH2:6][C:21]2[C:22](=[C:17]([Cl:16])[CH:18]=[CH:19][CH:20]=2)[NH:23][C:7]=1[C:8]1[CH:9]=[N:10][CH:11]=[CH:12][CH:13]=1)=[O:15])[CH3:2]. (5) Given the reactants Br[C:2]1[CH:3]=[C:4]([CH:7]=[CH:8][C:9]=1[O:10][C:11]1[CH:16]=[CH:15][C:14]([Cl:17])=[C:13]([CH2:18][CH3:19])[CH:12]=1)[CH:5]=[O:6].[O:20]1[CH2:25][CH2:24][CH2:23][CH2:22][CH:21]1[N:26]1[C:30](B2OC(C)(C)C(C)(C)O2)=[CH:29][CH:28]=[N:27]1.C(=O)([O-])[O-].[Cs+].[Cs+], predict the reaction product. The product is: [Cl:17][C:14]1[CH:15]=[CH:16][C:11]([O:10][C:9]2[CH:8]=[CH:7][C:4]([CH:5]=[O:6])=[CH:3][C:2]=2[C:30]2[N:26]([CH:21]3[CH2:22][CH2:23][CH2:24][CH2:25][O:20]3)[N:27]=[CH:28][CH:29]=2)=[CH:12][C:13]=1[CH2:18][CH3:19].